Dataset: Experimentally validated miRNA-target interactions with 360,000+ pairs, plus equal number of negative samples. Task: Binary Classification. Given a miRNA mature sequence and a target amino acid sequence, predict their likelihood of interaction. (1) The protein sequence of the target gene is MYHHEDDTNSDMNSDDDMSRSGRETPPPRPSHAFGSERDLERRGRSRDVEPRDRWPYTRNPRSRLPQRDLSLPVMSRPHFGLDRDDDRRSMDYESRSQDAESYQNVVELKEDKKPQNPIQDNLENYRKLLSLGVQLAEDDRHSHMTQGHSSRSKRTAYPSTSRGLKPMPEAKKPSHRRGICEDESSHGVIMEKFIKDVARNPKSGRARELNERPPPRFPRPNDNWKDSSSSRRESVIQERGYEGSAFRGGFRFNADLASRSRALERKRRYHFDSDERGSGHEHKSCVRKKPFECGAEMRQ.... The miRNA is hsa-miR-518d-5p with sequence CUCUAGAGGGAAGCACUUUCUG. Result: 0 (no interaction). (2) The miRNA is hsa-miR-7978 with sequence UCUGGUGUAUAGCGUUGCUCA. The protein sequence of the target gene is MLPGLAAAAAHRCSWSSLCRLRLRCRAAACNPSDRQEWQNLVTFGSFSNMVPCSHPYIGTLSQVKLYSTNVQKEGQGSQTLRVEKVPSFETAEGIGTELKAPLKQEPLQVRVKAVLKKREYGSKYTQNNFITGVRAINEFCLKSSDLEQLRKIRRRSPHEDTESFTVYLRSDVEAKSLEVWGSPEALAREKKLRKEAEIEYRERLFRNQKILREYRDFLGNTKPRSRTASVFFKGPGKVVMVAICINGLNCFFKFLAWIYTGSASMFSEAIHSLSDTCNQGLLALGISKSVQTPDPSHPY.... Result: 0 (no interaction). (3) The miRNA is hsa-miR-6799-5p with sequence GGGGAGGUGUGCAGGGCUGG. The protein sequence of the target gene is MSEGNAAGEPSTPGGPRPLLTGARGLIGRRPAPPLTPGRLPSIRSRDLTLGGVKKKTFTPNIISRKIKEEPKEEVTVKKEKRERDRDRQREGHGRGRGRPEVIQSHSIFEQGPAEMMKKKGNWDKTVDVSDMGPSHIINIKKEKRETDEETKQILRMLEKDDFLDDPGLRNDTRNMPVQLPLAHSGWLFKEENDEPDVKPWLAGPKEEDMEVDIPAVKVKEEPRDEEEEAKMKAPPKAARKTPGLPKDVSVAELLRELSLTKEEELLFLQLPDTLPGQPPTQDIKPIKTEVQGEDGQVVL.... Result: 1 (interaction). (4) The miRNA is hsa-miR-3689b-5p with sequence UGUGAUAUCAUGGUUCCUGGGA. The protein sequence of the target gene is MNGYVDFSPSPTSPTKEPGAPQPTQAVLQEDVDMSSGSSGNENCSTGRDSQGSDCDDNGKELRMLVESSNTHPSPDDAFRLMMTEAEHNPSTSGCSSEQSAKADAHKELIRTLKELKVHLPADKKAKGKASTLATLKYALRSVKQVKANEEYYQLLMSSESQPCSVDVPSYSMEQVEGITSEYIVKNADMFAVAVSLVSGKILYISNQVASIFHCKKDAFSDAKFVEFLAPHDVSVFHSYTTPYKLPPWSVCSGLDSFTQECMEEKSFFCRVSVGKHHENEIRYQPFRMTPYLVKVQEQQ.... Result: 0 (no interaction). (5) The miRNA is hsa-miR-6729-3p with sequence UCAUCCCCCUCGCCCUCUCAG. The protein sequence of the target gene is MYQGEFGLNMKLGYGKFSWPTGESYHGQFYRDHCHGLGTYMWPDGSSFTGTFYLSHREGYGTMYMKTRLFQGLYKADQRFGPGVETYPDGSQDVGLWFREQLIKLCTQIPSGFSLLRYPEFSSFITHSPARISLSEEEKTEWGLQEGQDPFFYDYKRFLLNDNLTLPPEMYVYSTNSDHLPMTSSFRKELDARIFLNEIPPFVEDGEPWFIINETPLLVKIQKQTYKFRNKPAHTSWNMGAILEGKRSGFAPCGPKEQLSMEMILKAEEGNHEWICRILKDNFASADVADAKGYTVLAAA.... Result: 1 (interaction). (6) The miRNA is hsa-miR-4305 with sequence CCUAGACACCUCCAGUUC. The protein sequence of the target gene is MTSCVHLGIVASQSKKMSLAKRFAQLRKASPLFSLRGVYFSAASYDYREKLSRNVLLDLKLDDAVDLFGEMVQSRPLPSIVEFNKLLSAIAKMNKFDLVISLGERMQNLRISYDLYSYNILINCFCRRSQLPLALAVLGKMMKLGYEPDIVTLSSLLNGYCHGKRISEAVALVDQMFVMEYQPNTVTFNTLIHGLFLHNKASEAVALIDRMVARGCQPDLFTYGTVVNGLCKRGDIDLALSLLKKMEKGKIEADVVIYTTIIDALCNYKNVNDALNLFTEMDNKGIRPNVVTYNSLIRCL.... Result: 0 (no interaction). (7) The miRNA is rno-miR-140-3p with sequence UACCACAGGGUAGAACCACGG. The protein sequence of the target gene is MRATPLAASADVSCRKKPLEFDDNIDAKCPVLKRVRDEPEPGPLPSLLPPSPPPASDLSPAVAPATRLGPYILLEREQGSCSYRALHCPTGTEYTCKVYPASEAQAVLAPYARLPTHQHVARPTEVLLGSRLLYIFFTKTHGDLHSLVRSRRGIPESEAAGLFRQMASAVAHCHKHGLVLRDLKLRRFVFSNCERTKLVLENLEDACVMTGSDDSLWDKHACPAYVGPEILSSRPSYSGKAADVWSLGVALFTMLAGRYPFHDSEPVLLFGKIRRGTFALPEGLSAPARCLIRCLLRKEP.... Result: 0 (no interaction). (8) The miRNA is hsa-miR-1287-5p with sequence UGCUGGAUCAGUGGUUCGAGUC. The protein sequence of the target gene is MANWPRVSPLAYVALGVLLGLTISIISQTGTTTYDAASRIAILRANRGDPQVDEHDHAHGNDPHGDEEVDDHHANFAPVQFHSNNSSHSHDGESLIADEVAKKVRVFCWILTGKQNHDKRAKHVKATWAKRCNKYVFMSSEEDAELPAINLNVSEGRDYLWAKTKGAFKYIYDHHLNDYDWFLKADDDTYVVMENLRFMLLAHSPDEPIHFGCKFKPFTQGGYHSGGAGYVLSREALKKFIEVALPDKSLCSQNHGGAEDAEMGKCLEKVGVKAGDSRDADGHHRFMPFVPEHHLSPGHV.... Result: 0 (no interaction).